This data is from Full USPTO retrosynthesis dataset with 1.9M reactions from patents (1976-2016). The task is: Predict the reactants needed to synthesize the given product. Given the product [F:19][C:16]1[CH:17]=[CH:18][C:13]([N:6]2[C:5]3[CH:20]=[CH:21][C:2]([S:27]([Cl:22])(=[O:30])=[O:28])=[CH:3][C:4]=3[O:9][C:8]([CH3:11])([CH3:10])[C:7]2=[O:12])=[CH:14][CH:15]=1, predict the reactants needed to synthesize it. The reactants are: N[C:2]1[CH:21]=[CH:20][C:5]2[N:6]([C:13]3[CH:18]=[CH:17][C:16]([F:19])=[CH:15][CH:14]=3)[C:7](=[O:12])[C:8]([CH3:11])([CH3:10])[O:9][C:4]=2[CH:3]=1.[ClH:22].N([O-])=O.[Na+].[S:27]([O-:30])(O)=[O:28].[Na+].